Dataset: Full USPTO retrosynthesis dataset with 1.9M reactions from patents (1976-2016). Task: Predict the reactants needed to synthesize the given product. Given the product [C:1]([O:5][C:6]([NH:7][CH2:8][CH2:9][CH2:10][CH2:11][CH2:12][CH2:13][O:14][S:26]([CH3:25])(=[O:28])=[O:27])=[O:15])([CH3:4])([CH3:2])[CH3:3], predict the reactants needed to synthesize it. The reactants are: [C:1]([O:5][C:6](=[O:15])[NH:7][CH2:8][CH2:9][CH2:10][CH2:11][CH2:12][CH2:13][OH:14])([CH3:4])([CH3:3])[CH3:2].C(N(C(C)C)C(C)C)C.[CH3:25][S:26](Cl)(=[O:28])=[O:27].CC(=O)OCC.